This data is from Reaction yield outcomes from USPTO patents with 853,638 reactions. The task is: Predict the reaction yield, written as a fraction of the theoretical maximum amount of product (1.0 means a 100% yield; for example, 0.34 means a 34% yield). (1) The reactants are [F:1][C:2]1[C:24]([CH3:25])=[CH:23][C:5]2[N:6]([CH:10]3[CH2:15][CH2:14][N:13](C(OC(C)(C)C)=O)[CH2:12][CH2:11]3)[C:7](=[O:9])[NH:8][C:4]=2[CH:3]=1.FC(F)(F)C(O)=O. The catalyst is ClCCl. The product is [F:1][C:2]1[C:24]([CH3:25])=[CH:23][C:5]2[N:6]([CH:10]3[CH2:11][CH2:12][NH:13][CH2:14][CH2:15]3)[C:7](=[O:9])[NH:8][C:4]=2[CH:3]=1. The yield is 0.940. (2) The reactants are [CH3:1][N:2]([CH:22]1[C:31]2[N:30]=[CH:29][CH:28]=[CH:27][C:26]=2[CH2:25][CH2:24][CH2:23]1)[CH2:3][C:4]([NH:6][C:7]1[CH:12]=[CH:11][CH:10]=[CH:9][C:8]=1[NH:13][CH2:14][CH2:15][C:16]1[N:20]([CH3:21])[CH:19]=[N:18][CH:17]=1)=O.CC(C)(CN1C2C=CC=CC=2N=C1CNC(OCC1C=CC=CC=1)=O)CNC(=O)OC(C)(C)C. No catalyst specified. The product is [CH3:1][N:2]([CH2:3][C:4]1[N:13]([CH2:14][CH2:15][C:16]2[N:20]([CH3:21])[CH:19]=[N:18][CH:17]=2)[C:8]2[CH:9]=[CH:10][CH:11]=[CH:12][C:7]=2[N:6]=1)[CH:22]1[C:31]2[N:30]=[CH:29][CH:28]=[CH:27][C:26]=2[CH2:25][CH2:24][CH2:23]1. The yield is 0.800. (3) The reactants are [CH:1]1([N:7]2[C:12](=[O:13])[CH2:11][C:10](=[O:14])[N:9]([CH2:15][CH2:16][CH2:17][CH2:18][CH2:19][C:20]([O:22]CC)=[O:21])[C:8]2=[O:25])[CH2:6][CH2:5][CH2:4][CH2:3][CH2:2]1.C(N(C(C)C)CC)(C)C.[N:35]([CH2:38][C:39]([O:41]CC)=[O:40])=[C:36]=[S:37]. The catalyst is C(Cl)(Cl)Cl. The product is [C:39]([CH2:38][NH:35][C:36]([C:11]1[C:12](=[O:13])[N:7]([CH:1]2[CH2:2][CH2:3][CH2:4][CH2:5][CH2:6]2)[C:8](=[O:25])[N:9]([CH2:15][CH2:16][CH2:17][CH2:18][CH2:19][C:20]([OH:22])=[O:21])[C:10]=1[OH:14])=[S:37])([OH:41])=[O:40]. The yield is 0.600. (4) The reactants are [NH2:1][C:2]([NH2:4])=[S:3].[F:5][C:6]1[CH:25]=[CH:24][C:9]([C:10]([NH:12][CH:13]([C:19](OCC)=[O:20])[C:14](OCC)=[O:15])=[O:11])=[CH:8][CH:7]=1.[Na]. The catalyst is C(O)C. The product is [OH:20][C:19]1[C:13]([NH:12][C:10](=[O:11])[C:9]2[CH:24]=[CH:25][C:6]([F:5])=[CH:7][CH:8]=2)=[C:14]([OH:15])[N:4]=[C:2]([SH:3])[N:1]=1. The yield is 0.410. (5) The reactants are [CH3:1][O:2][C:3]([C:5]1[N:6]=[C:7]2[C:12]([C:13]([F:16])([F:15])[F:14])=[CH:11][C:10](Br)=[CH:9][N:8]2[C:18]=1Cl)=[O:4].C(OC([N:27]1[CH:31]=[C:30](B2OC(C)(C)C(C)(C)O2)[CH:29]=[N:28]1)=O)(C)(C)C.C([O-])(O)=O.[Na+]. The catalyst is C1C=CC([P]([Pd]([P](C2C=CC=CC=2)(C2C=CC=CC=2)C2C=CC=CC=2)([P](C2C=CC=CC=2)(C2C=CC=CC=2)C2C=CC=CC=2)[P](C2C=CC=CC=2)(C2C=CC=CC=2)C2C=CC=CC=2)(C2C=CC=CC=2)C2C=CC=CC=2)=CC=1.CN(C=O)C. The product is [CH3:1][O:2][C:3]([C:5]1[N:6]=[C:7]2[C:12]([C:13]([F:16])([F:15])[F:14])=[CH:11][C:10]([C:30]3[CH:31]=[N:27][NH:28][CH:29]=3)=[CH:9][N:8]2[C:18]=1[C:30]1[CH:31]=[N:27][NH:28][CH:29]=1)=[O:4]. The yield is 0.850. (6) The yield is 0.775. The catalyst is CN(C)C=O.O.C(OCC)(=O)C. The reactants are [Br:1][C:2]1[CH:25]=[CH:24][C:5]2[C:6]([CH3:23])=[N:7][CH:8]([NH:12][C:13](=[O:22])[O:14][CH2:15][C:16]3[CH:21]=[CH:20][CH:19]=[CH:18][CH:17]=3)[C:9](=[O:11])[NH:10][C:4]=2[CH:3]=1.[C:26](=O)([O-])[O-].[K+].[K+].IC. The product is [Br:1][C:2]1[CH:25]=[CH:24][C:5]2[C:6]([CH3:23])=[N:7][CH:8]([NH:12][C:13](=[O:22])[O:14][CH2:15][C:16]3[CH:21]=[CH:20][CH:19]=[CH:18][CH:17]=3)[C:9](=[O:11])[N:10]([CH3:26])[C:4]=2[CH:3]=1. (7) The reactants are [Br:1][C:2]1[CH:7]=[CH:6][C:5]([OH:8])=[CH:4][CH:3]=1.[F:9][C:10]1[CH:11]=[C:12](B(O)O)[CH:13]=[CH:14][CH:15]=1.CCN(CC)CC. The catalyst is C(Cl)Cl.CC([O-])=O.CC([O-])=O.[Cu+2]. The product is [Br:1][C:2]1[CH:7]=[CH:6][C:5]([O:8][C:14]2[CH:13]=[CH:12][CH:11]=[C:10]([F:9])[CH:15]=2)=[CH:4][CH:3]=1. The yield is 0.450.